From a dataset of Forward reaction prediction with 1.9M reactions from USPTO patents (1976-2016). Predict the product of the given reaction. (1) Given the reactants [OH:1][C:2]1[CH:11]=[C:10]2[C:5]([CH2:6][CH2:7][CH2:8][C:9]2=O)=[CH:4][CH:3]=1.Cl.[NH2:14][OH:15].C([O-])(=O)C.[Na+], predict the reaction product. The product is: [OH:1][C:2]1[CH:11]=[C:10]2[C:5]([CH2:6][CH2:7][CH2:8][C:9]2=[N:14][OH:15])=[CH:4][CH:3]=1. (2) Given the reactants [F:1][C:2]([F:36])([CH2:28][O:29][C:30]1[CH:35]=[CH:34][CH:33]=[CH:32][CH:31]=1)[CH2:3][O:4][C:5]1[CH:10]=[CH:9][C:8]([CH:11]2[CH2:16][CH2:15][N:14]([C:17]([O:19][CH2:20][C:21]3[CH:26]=[CH:25][CH:24]=[CH:23][CH:22]=3)=[O:18])[CH2:13][CH:12]2[OH:27])=[CH:7][CH:6]=1.Cl[CH2:38][C:39]1[CH:40]=[CH:41][C:42]2[O:47][CH2:46][C:45](=[O:48])[N:44]([CH2:49][CH2:50][CH2:51][O:52][CH3:53])[C:43]=2[CH:54]=1, predict the reaction product. The product is: [F:36][C:2]([F:1])([CH2:28][O:29][C:30]1[CH:31]=[CH:32][CH:33]=[CH:34][CH:35]=1)[CH2:3][O:4][C:5]1[CH:10]=[CH:9][C:8]([CH:11]2[CH2:16][CH2:15][N:14]([C:17]([O:19][CH2:20][C:21]3[CH:26]=[CH:25][CH:24]=[CH:23][CH:22]=3)=[O:18])[CH2:13][CH:12]2[O:27][CH2:38][C:39]2[CH:40]=[CH:41][C:42]3[O:47][CH2:46][C:45](=[O:48])[N:44]([CH2:49][CH2:50][CH2:51][O:52][CH3:53])[C:43]=3[CH:54]=2)=[CH:7][CH:6]=1. (3) Given the reactants [C:1]([C:4]1[CH:5]=[C:6]([CH:11]=[C:12]([Br:15])[C:13]=1[OH:14])[C:7]([O:9][CH3:10])=[O:8])(=[O:3])[CH3:2].C[Si]([N-][Si](C)(C)C)(C)C.[Na+].[C:26](=S)=[S:27], predict the reaction product. The product is: [Br:15][C:12]1[CH:11]=[C:6]([C:7]([O:9][CH3:10])=[O:8])[CH:5]=[C:4]2[C:13]=1[O:14][C:26](=[S:27])[CH:2]=[C:1]2[OH:3]. (4) Given the reactants [CH3:1][O:2][C:3]1[CH:4]=[C:5]([CH:8]=[CH:9][C:10]=1[CH:11]=[C:12]([C:18]1[S:19][CH:20]=[C:21]([CH3:23])[N:22]=1)[C:13](=O)[CH2:14][O:15][CH3:16])[C:6]#[N:7].[NH2:24]/[C:25](/[CH3:29])=[CH:26]\[C:27]#[N:28], predict the reaction product. The product is: [C:6]([C:5]1[CH:8]=[CH:9][C:10]([CH:11]2[C:12]([C:18]3[S:19][CH:20]=[C:21]([CH3:23])[N:22]=3)=[C:13]([CH2:14][O:15][CH3:16])[NH:24][C:25]([CH3:29])=[C:26]2[C:27]#[N:28])=[C:3]([O:2][CH3:1])[CH:4]=1)#[N:7]. (5) Given the reactants Cl.[CH3:2][NH:3][C@@H:4]1[C:9]2[CH:10]=[CH:11][CH:12]=[CH:13][C:8]=2[C@H:7]([C:14]2[CH:15]=[CH:16][C:17]([Cl:21])=[C:18]([Cl:20])[CH:19]=2)[CH2:6][CH2:5]1.Cl, predict the reaction product. The product is: [Cl:20][C:18]1[CH:19]=[C:14]([CH:7]2[C:8]3[C:9](=[CH:10][CH:11]=[CH:12][CH:13]=3)[C:4](=[N:3][CH3:2])[CH2:5][CH2:6]2)[CH:15]=[CH:16][C:17]=1[Cl:21].